From a dataset of Catalyst prediction with 721,799 reactions and 888 catalyst types from USPTO. Predict which catalyst facilitates the given reaction. Reactant: [CH:1]([N:4]([C:29]1[CH:30]=[N:31][C:32]([O:35][CH3:36])=[CH:33][CH:34]=1)[C:5](=[O:28])[CH2:6][N:7]1[C:16](=[O:17])[CH2:15][C:14]2[N:10]([C:11]([C:18]3[CH:23]=[CH:22][CH:21]=[CH:20][CH:19]=3)=[N:12][N:13]=2)[C:9]2[CH:24]=[CH:25][CH:26]=[CH:27][C:8]1=2)([CH3:3])[CH3:2].[H-].[Na+].[C:39]([O:43][C:44]([N:46]1[C:54]2[C:49](=[CH:50][CH:51]=[CH:52][CH:53]=2)[C:48]([CH2:55]Br)=[N:47]1)=[O:45])([CH3:42])([CH3:41])[CH3:40]. Product: [C:39]([O:43][C:44]([N:46]1[C:54]2[C:49](=[CH:50][CH:51]=[CH:52][CH:53]=2)[C:48]([CH2:55][CH:15]2[C:14]3[N:10]([C:11]([C:18]4[CH:23]=[CH:22][CH:21]=[CH:20][CH:19]=4)=[N:12][N:13]=3)[C:9]3[CH:24]=[CH:25][CH:26]=[CH:27][C:8]=3[N:7]([CH2:6][C:5](=[O:28])[N:4]([CH:1]([CH3:3])[CH3:2])[C:29]3[CH:30]=[N:31][C:32]([O:35][CH3:36])=[CH:33][CH:34]=3)[C:16]2=[O:17])=[N:47]1)=[O:45])([CH3:42])([CH3:41])[CH3:40]. The catalyst class is: 163.